From a dataset of Peptide-MHC class I binding affinity with 185,985 pairs from IEDB/IMGT. Regression. Given a peptide amino acid sequence and an MHC pseudo amino acid sequence, predict their binding affinity value. This is MHC class I binding data. (1) The MHC is Mamu-A01 with pseudo-sequence Mamu-A01. The binding affinity (normalized) is 0.651. The peptide sequence is LSPMGCRVT. (2) The peptide sequence is ATNDGLIKK. The MHC is HLA-B58:01 with pseudo-sequence HLA-B58:01. The binding affinity (normalized) is 0.158. (3) The peptide sequence is EFFTELDGVRL. The MHC is Patr-A0901 with pseudo-sequence Patr-A0901. The binding affinity (normalized) is 0.365. (4) The peptide sequence is HCALLDCIMY. The MHC is HLA-A01:01 with pseudo-sequence HLA-A01:01. The binding affinity (normalized) is 0.496. (5) The peptide sequence is LYNTIAVLY. The MHC is HLA-A02:03 with pseudo-sequence HLA-A02:03. The binding affinity (normalized) is 0.392. (6) The MHC is HLA-C15:02 with pseudo-sequence HLA-C15:02. The binding affinity (normalized) is 0.0847. The peptide sequence is YMYDFILRF. (7) The peptide sequence is YLQQNWWTL. The MHC is HLA-B40:01 with pseudo-sequence HLA-B40:01. The binding affinity (normalized) is 0.141. (8) The peptide sequence is HPRVSSEVHI. The MHC is HLA-A01:01 with pseudo-sequence HLA-A01:01. The binding affinity (normalized) is 0. (9) The peptide sequence is GLFVYLIRY. The MHC is HLA-A03:01 with pseudo-sequence HLA-A03:01. The binding affinity (normalized) is 0.336.